This data is from Full USPTO retrosynthesis dataset with 1.9M reactions from patents (1976-2016). The task is: Predict the reactants needed to synthesize the given product. The reactants are: [P:1]([O:5][CH2:6][C@H:7]1[O:13][CH:11]([OH:12])[C@H:10]([NH:14]C(=O)C)[C@@H:9]([OH:18])[C@@H:8]1[OH:19])([OH:4])([OH:3])=[O:2].N[C@H](C(O)=O)CCC(=O)N.P(OC[C@@H](O)[C@@H](O)[C@H](O)C(=O)CO)(O)(O)=O.OP([O-])(O)=O.OP([O-])([O-])=O.[Na+].[Na+].[Na+].[Cl-].[Cl-].[K+].[K+].C(N(CC(O)=O)CC(O)=O)CN(CC(O)=O)CC(O)=O.SC[C@H]([C@@H](CS)O)O. Given the product [P:1]([O:5][CH2:6][C@H:7]1[O:13][CH:11]([OH:12])[C@H:10]([NH2:14])[C@@H:9]([OH:18])[C@@H:8]1[OH:19])([OH:4])([OH:3])=[O:2], predict the reactants needed to synthesize it.